This data is from Peptide-MHC class II binding affinity with 134,281 pairs from IEDB. The task is: Regression. Given a peptide amino acid sequence and an MHC pseudo amino acid sequence, predict their binding affinity value. This is MHC class II binding data. (1) The peptide sequence is LQSLWANFYELLADA. The MHC is DRB1_1602 with pseudo-sequence DRB1_1602. The binding affinity (normalized) is 0.189. (2) The peptide sequence is KTKEGVLYVGSKTKE. The MHC is HLA-DQA10101-DQB10501 with pseudo-sequence HLA-DQA10101-DQB10501. The binding affinity (normalized) is 0.0690. (3) The peptide sequence is AAGTYVAADAAAASS. The MHC is HLA-DPA10201-DPB10501 with pseudo-sequence HLA-DPA10201-DPB10501. The binding affinity (normalized) is 0.0465. (4) The peptide sequence is CFNCGKEGHLARNCRAPR. The MHC is DRB1_0701 with pseudo-sequence DRB1_0701. The binding affinity (normalized) is 0. (5) The peptide sequence is EKKYGAATQFEPLAA. The MHC is HLA-DQA10501-DQB10201 with pseudo-sequence HLA-DQA10501-DQB10201. The binding affinity (normalized) is 0.357. (6) The peptide sequence is RHIVGKPCPKPHRLN. The MHC is DRB1_0301 with pseudo-sequence DRB1_0301. The binding affinity (normalized) is 0.147. (7) The peptide sequence is LGHDGTVWAQSADFP. The MHC is DRB1_1101 with pseudo-sequence DRB1_1101. The binding affinity (normalized) is 0.0347. (8) The peptide sequence is WLDAKSTWYGKPTAA. The MHC is HLA-DQA10101-DQB10501 with pseudo-sequence HLA-DQA10101-DQB10501. The binding affinity (normalized) is 0.